Dataset: NCI-60 drug combinations with 297,098 pairs across 59 cell lines. Task: Regression. Given two drug SMILES strings and cell line genomic features, predict the synergy score measuring deviation from expected non-interaction effect. (1) Synergy scores: CSS=37.3, Synergy_ZIP=0.211, Synergy_Bliss=4.33, Synergy_Loewe=-5.00, Synergy_HSA=4.80. Drug 2: C1=NNC2=C1C(=O)NC=N2. Drug 1: CC12CCC3C(C1CCC2=O)CC(=C)C4=CC(=O)C=CC34C. Cell line: HCT116. (2) Drug 1: C1CCC(C1)C(CC#N)N2C=C(C=N2)C3=C4C=CNC4=NC=N3. Drug 2: C(=O)(N)NO. Cell line: M14. Synergy scores: CSS=-15.6, Synergy_ZIP=6.40, Synergy_Bliss=0.488, Synergy_Loewe=-7.13, Synergy_HSA=-9.94. (3) Drug 2: COC1=NC(=NC2=C1N=CN2C3C(C(C(O3)CO)O)O)N. Synergy scores: CSS=0.764, Synergy_ZIP=0.499, Synergy_Bliss=0.859, Synergy_Loewe=-0.867, Synergy_HSA=-0.403. Cell line: SK-MEL-5. Drug 1: C1=CC=C(C(=C1)C(C2=CC=C(C=C2)Cl)C(Cl)Cl)Cl. (4) Drug 1: C1=CC(=CC=C1CCC2=CNC3=C2C(=O)NC(=N3)N)C(=O)NC(CCC(=O)O)C(=O)O. Synergy scores: CSS=8.75, Synergy_ZIP=-1.65, Synergy_Bliss=-0.0532, Synergy_Loewe=-1.82, Synergy_HSA=-0.828. Cell line: NCI/ADR-RES. Drug 2: CCC1(CC2CC(C3=C(CCN(C2)C1)C4=CC=CC=C4N3)(C5=C(C=C6C(=C5)C78CCN9C7C(C=CC9)(C(C(C8N6C=O)(C(=O)OC)O)OC(=O)C)CC)OC)C(=O)OC)O.OS(=O)(=O)O. (5) Drug 2: COC1=C2C(=CC3=C1OC=C3)C=CC(=O)O2. Synergy scores: CSS=44.2, Synergy_ZIP=-1.34, Synergy_Bliss=-2.91, Synergy_Loewe=-34.7, Synergy_HSA=-1.67. Drug 1: C1C(C(OC1N2C=NC3=C(N=C(N=C32)Cl)N)CO)O. Cell line: UACC62. (6) Drug 1: CCC1=C2CN3C(=CC4=C(C3=O)COC(=O)C4(CC)O)C2=NC5=C1C=C(C=C5)O. Drug 2: CNC(=O)C1=NC=CC(=C1)OC2=CC=C(C=C2)NC(=O)NC3=CC(=C(C=C3)Cl)C(F)(F)F. Cell line: NCI-H460. Synergy scores: CSS=67.4, Synergy_ZIP=8.14, Synergy_Bliss=9.76, Synergy_Loewe=-1.58, Synergy_HSA=13.2. (7) Drug 1: C1CCC(CC1)NC(=O)N(CCCl)N=O. Drug 2: CCCCC(=O)OCC(=O)C1(CC(C2=C(C1)C(=C3C(=C2O)C(=O)C4=C(C3=O)C=CC=C4OC)O)OC5CC(C(C(O5)C)O)NC(=O)C(F)(F)F)O. Cell line: SF-539. Synergy scores: CSS=23.9, Synergy_ZIP=-9.92, Synergy_Bliss=-2.90, Synergy_Loewe=-2.42, Synergy_HSA=-2.17. (8) Drug 1: CN(C)N=NC1=C(NC=N1)C(=O)N. Drug 2: C(=O)(N)NO. Cell line: KM12. Synergy scores: CSS=-12.6, Synergy_ZIP=-7.68, Synergy_Bliss=-24.5, Synergy_Loewe=-22.9, Synergy_HSA=-22.3.